The task is: Predict the product of the given reaction.. This data is from Forward reaction prediction with 1.9M reactions from USPTO patents (1976-2016). (1) Given the reactants [Cl:1][CH2:2][CH2:3][CH2:4][S:5]([O:8][CH2:9][C:10]([CH3:33])([CH3:32])[CH:11]([O:22]CC1C=CC(OC)=CC=1)[C:12]([O:14][CH2:15][C:16]1[CH:21]=[CH:20][CH:19]=[CH:18][CH:17]=1)=[O:13])(=[O:7])=[O:6].ClC1C(=O)C(C#N)=C(C#N)C(=O)C=1Cl, predict the reaction product. The product is: [Cl:1][CH2:2][CH2:3][CH2:4][S:5]([O:8][CH2:9][C:10]([CH3:33])([CH3:32])[CH:11]([OH:22])[C:12]([O:14][CH2:15][C:16]1[CH:21]=[CH:20][CH:19]=[CH:18][CH:17]=1)=[O:13])(=[O:7])=[O:6]. (2) Given the reactants Cl[C:2]1[C:7]2[O:8][CH2:9][CH2:10][CH2:11][O:12][C:6]=2[CH:5]=[C:4]([CH2:13][NH:14][CH2:15][CH:16]([CH3:18])[CH3:17])[CH:3]=1.[C:19]1([NH:25][CH:26]2[CH2:30][CH2:29][CH:28]([C:31]([OH:33])=O)[CH2:27]2)[CH:24]=[CH:23][CH:22]=[CH:21][CH:20]=1.Cl.C(N=C=NCCCN(C)C)C.O, predict the reaction product. The product is: [O:8]1[C:7]2[CH:2]=[CH:3][C:4]([CH2:13][N:14]([CH2:15][CH:16]([CH3:18])[CH3:17])[C:31]([CH:28]3[CH2:29][CH2:30][CH:26]([NH:25][C:19]4[CH:20]=[CH:21][CH:22]=[CH:23][CH:24]=4)[CH2:27]3)=[O:33])=[CH:5][C:6]=2[O:12][CH2:11][CH2:10][CH2:9]1. (3) Given the reactants N[C:2]1[S:3][C:4]2[CH:10]=[C:9]([N+:11]([O-:13])=[O:12])[CH:8]=[CH:7][C:5]=2[N:6]=1.N(OCCC(C)C)=O.[BrH:22], predict the reaction product. The product is: [Br:22][C:2]1[S:3][C:4]2[CH:10]=[C:9]([N+:11]([O-:13])=[O:12])[CH:8]=[CH:7][C:5]=2[N:6]=1. (4) The product is: [ClH:34].[C:25]1([C:28]2[CH:29]=[CH:30][CH:31]=[CH:32][CH:33]=2)[CH:24]=[CH:23][C:22]([O:21][C:18]2[CH:19]=[CH:20][C:15]([O:14][CH2:13][C@H:9]3[CH2:10][CH2:11][CH2:12][NH:8]3)=[CH:16][CH:17]=2)=[CH:27][CH:26]=1. Given the reactants C(OC([N:8]1[CH2:12][CH2:11][CH2:10][C@@H:9]1[CH2:13][O:14][C:15]1[CH:20]=[CH:19][C:18]([O:21][C:22]2[CH:27]=[CH:26][C:25]([C:28]3[CH:33]=[CH:32][CH:31]=[CH:30][CH:29]=3)=[CH:24][CH:23]=2)=[CH:17][CH:16]=1)=O)(C)(C)C.[ClH:34], predict the reaction product. (5) Given the reactants Br[CH2:2][C:3]1[N:4]([CH3:28])[C:5]2[C:10]([N:11]=1)=[C:9]([N:12]1[CH2:17][CH2:16][O:15][CH2:14][CH2:13]1)[N:8]=[C:7]([N:18]1[C:22]3[CH:23]=[CH:24][CH:25]=[CH:26][C:21]=3[N:20]=[C:19]1[CH3:27])[N:6]=2.[CH2:29]([CH:33]1[CH2:37][CH2:36][NH:35][CH2:34]1)[CH:30]([CH3:32])[CH3:31], predict the reaction product. The product is: [CH2:29]([CH:33]1[CH2:37][CH2:36][N:35]([CH2:2][C:3]2[N:4]([CH3:28])[C:5]3[C:10]([N:11]=2)=[C:9]([N:12]2[CH2:17][CH2:16][O:15][CH2:14][CH2:13]2)[N:8]=[C:7]([N:18]2[C:22]4[CH:23]=[CH:24][CH:25]=[CH:26][C:21]=4[N:20]=[C:19]2[CH3:27])[N:6]=3)[CH2:34]1)[CH:30]([CH3:32])[CH3:31]. (6) Given the reactants [Cl:1][C:2]1[CH:3]=[C:4]([C:21]2[CH:26]=[CH:25][CH:24]=[CH:23][CH:22]=2)[CH:5]=[CH:6][C:7]=1[CH2:8][N:9]1[C:13]2[CH:14]=[C:15]([OH:19])[CH:16]=[C:17]([CH3:18])[C:12]=2[N:11]=[C:10]1[CH3:20].O1CCCC1.[H-].[Na+].Br[CH2:35][C:36]1[N:45]=[CH:44][CH:43]=[CH:42][C:37]=1[C:38]([O:40][CH3:41])=[O:39], predict the reaction product. The product is: [Cl:1][C:2]1[CH:3]=[C:4]([C:21]2[CH:26]=[CH:25][CH:24]=[CH:23][CH:22]=2)[CH:5]=[CH:6][C:7]=1[CH2:8][N:9]1[C:13]2[CH:14]=[C:15]([O:19][CH2:35][C:36]3[N:45]=[CH:44][CH:43]=[CH:42][C:37]=3[C:38]([O:40][CH3:41])=[O:39])[CH:16]=[C:17]([CH3:18])[C:12]=2[N:11]=[C:10]1[CH3:20]. (7) Given the reactants [F:1][C:2]1[CH:7]=[CH:6][C:5]([C@:8]2([CH2:33][CH2:34][CH2:35][OH:36])[O:13][C:12](=[O:14])[N:11]([C@H:15]([C:17]3[CH:22]=[CH:21][C:20]([C:23]4[CH:24]=[N:25][CH:26]=[C:27]([CH:32]=4)[C:28]([O:30]C)=O)=[CH:19][CH:18]=3)[CH3:16])[CH2:10][CH2:9]2)=[CH:4][CH:3]=1.[CH3:37][NH2:38], predict the reaction product. The product is: [F:1][C:2]1[CH:3]=[CH:4][C:5]([C@:8]2([CH2:33][CH2:34][CH2:35][OH:36])[O:13][C:12](=[O:14])[N:11]([C@H:15]([C:17]3[CH:18]=[CH:19][C:20]([C:23]4[CH:24]=[N:25][CH:26]=[C:27]([CH:32]=4)[C:28]([NH:38][CH3:37])=[O:30])=[CH:21][CH:22]=3)[CH3:16])[CH2:10][CH2:9]2)=[CH:6][CH:7]=1. (8) The product is: [CH3:45][N:42]1[CH2:43][CH2:44][CH:39]([NH:38][C:2]2[CH:7]=[C:6]([C:8]3[CH:37]=[CH:36][C:11]4[N:12]([C:15]5[S:19][C:18]([C:20]([NH2:22])=[O:21])=[C:17]([O:23][C@@H:24]([C:26]6[CH:31]=[CH:30][CH:29]=[CH:28][C:27]=6[C:32]([F:35])([F:34])[F:33])[CH3:25])[CH:16]=5)[CH:13]=[N:14][C:10]=4[CH:9]=3)[CH:5]=[CH:4][N:3]=2)[CH2:40][CH2:41]1. Given the reactants F[C:2]1[CH:7]=[C:6]([C:8]2[CH:37]=[CH:36][C:11]3[N:12]([C:15]4[S:19][C:18]([C:20]([NH2:22])=[O:21])=[C:17]([O:23][C@@H:24]([C:26]5[CH:31]=[CH:30][CH:29]=[CH:28][C:27]=5[C:32]([F:35])([F:34])[F:33])[CH3:25])[CH:16]=4)[CH:13]=[N:14][C:10]=3[CH:9]=2)[CH:5]=[CH:4][N:3]=1.[NH2:38][CH:39]1[CH2:44][CH2:43][N:42]([CH3:45])[CH2:41][CH2:40]1.C(O)C, predict the reaction product. (9) Given the reactants [N:1]1[CH:6]=[CH:5][CH:4]=[CH:3][C:2]=1[C:7]1[C:11]([NH2:12])=[CH:10][NH:9][N:8]=1.[C:13]([N:20]1[CH:24]=[CH:23]N=C1)(N1C=CN=C1)=[O:14].[CH2:25]1COCC1, predict the reaction product. The product is: [CH:24]1([NH:20][C:13]([NH:12][C:11]2[C:7]([C:2]3[CH:3]=[CH:4][CH:5]=[CH:6][N:1]=3)=[N:8][NH:9][CH:10]=2)=[O:14])[CH2:23][CH2:25]1.